Dataset: Catalyst prediction with 721,799 reactions and 888 catalyst types from USPTO. Task: Predict which catalyst facilitates the given reaction. (1) Reactant: [Na].[NH2:2][CH:3]([C:17]([O:19][CH2:20][CH3:21])=[O:18])[CH2:4][CH2:5][C:6]1[CH:16]=[CH:15][CH:14]=[CH:13][C:7]=1[C:8](OCC)=[O:9].S(Cl)(Cl)=O. Product: [O:9]=[C:8]1[C:7]2[CH:13]=[CH:14][CH:15]=[CH:16][C:6]=2[CH2:5][CH2:4][CH:3]([C:17]([O:19][CH2:20][CH3:21])=[O:18])[NH:2]1. The catalyst class is: 8. (2) Reactant: [N+:1]([C:4]1[CH:5]=[N:6][CH:7]=[CH:8][C:9]=1[CH2:10][CH2:11][OH:12])([O-])=O.[H][H]. Product: [NH2:1][C:4]1[CH:5]=[N:6][CH:7]=[CH:8][C:9]=1[CH2:10][CH2:11][OH:12]. The catalyst class is: 19. (3) Reactant: CN([CH:4]=[O:5])C.[Br:6][C:7]1[CH:15]=[C:14]2[C:10]([CH:11]=[CH:12][NH:13]2)=[CH:9][CH:8]=1.P(Cl)(Cl)(Cl)=O.[OH-].[Na+]. Product: [Br:6][C:7]1[CH:15]=[C:14]2[C:10]([C:11]([CH:4]=[O:5])=[CH:12][NH:13]2)=[CH:9][CH:8]=1. The catalyst class is: 6. (4) Reactant: O1CCCC1.[H-].C(B([CH2:12][CH3:13])CC)C.[Li+].[CH3:15][N:16]1[C:20](=[O:21])[N:19]([C:22]2[CH:30]=[CH:29][CH:28]=C[C:23]=2[C:24]([O-])=[O:25])[N:18]=[N:17]1.Cl. Product: [OH:25][CH2:24][C:23]1[C:12]([CH3:13])=[CH:28][CH:29]=[CH:30][C:22]=1[N:19]1[C:20](=[O:21])[N:16]([CH3:15])[N:17]=[N:18]1. The catalyst class is: 6. (5) Reactant: [OH:1][C:2]([CH:4]([C:6]1[CH:15]=[CH:14][C:9]([CH2:10][CH:11]([CH3:13])[CH3:12])=[CH:8][CH:7]=1)[CH3:5])=[O:3].[CH2:16]([OH:92])[C@H:17]1[O:22][C@@H:21]2[O:23][C@H:24]3[C@H:29]([OH:30])[C@@H:28]([OH:31])[C@@H:27]([O:32][C@H:33]4[C@H:38]([OH:39])[C@@H:37]([OH:40])[C@@H:36]([O:41][C@H:42]5[C@H:47]([OH:48])[C@@H:46]([OH:49])[C@@H:45]([O:50][C@H:51]6[C@H:56]([OH:57])[C@@H:55]([OH:58])[C@@H:54]([O:59][C@H:60]7[C@H:65]([OH:66])[C@@H:64]([OH:67])[C@@H:63]([O:68][C@H:69]8[C@H:75]([OH:76])[C@@H:74]([OH:77])[C@@H:72]([O:73][C@H:18]1[C@H:19]([OH:91])[C@H:20]2[OH:90])[O:71][C@@H:70]8[CH2:78][OH:79])[O:62][C@@H:61]7[CH2:80][OH:81])[O:53][C@@H:52]6[CH2:82][OH:83])[O:44][C@@H:43]5[CH2:84][OH:85])[O:35][C@@H:34]4[CH2:86][OH:87])[O:26][C@@H:25]3[CH2:88][OH:89].O. Product: [OH:3][C:2]([CH:4]([C:6]1[CH:7]=[CH:8][C:9]([CH2:10][CH:11]([CH3:12])[CH3:13])=[CH:14][CH:15]=1)[CH3:5])=[O:1].[CH2:82]([OH:83])[C@H:52]1[O:53][C@@H:54]2[O:59][C@H:60]3[C@H:65]([OH:66])[C@@H:64]([OH:67])[C@@H:63]([O:68][C@H:69]4[C@H:75]([OH:76])[C@@H:74]([OH:77])[C@@H:72]([O:73][C@H:18]5[C@H:19]([OH:91])[C@@H:20]([OH:90])[C@@H:21]([O:23][C@H:24]6[C@H:29]([OH:30])[C@@H:28]([OH:31])[C@@H:27]([O:32][C@H:33]7[C@H:38]([OH:39])[C@@H:37]([OH:40])[C@@H:36]([O:41][C@H:42]8[C@H:47]([OH:48])[C@@H:46]([OH:49])[C@@H:45]([O:50][C@H:51]1[C@H:56]([OH:57])[C@H:55]2[OH:58])[O:44][C@@H:43]8[CH2:84][OH:85])[O:35][C@@H:34]7[CH2:86][OH:87])[O:26][C@@H:25]6[CH2:88][OH:89])[O:22][C@@H:17]5[CH2:16][OH:92])[O:71][C@@H:70]4[CH2:78][OH:79])[O:62][C@@H:61]3[CH2:80][OH:81]. The catalyst class is: 14. (6) Reactant: O[CH:2]([CH3:8])[C:3]#[C:4][C:5](=[O:7])[CH3:6].Br.[CH2:10]([S:16][C:17](=[NH:19])[NH2:18])[CH2:11][CH2:12][CH2:13][CH2:14][CH3:15].C(N(CC)CC)C. Product: [CH2:10]([S:16][C:17]1[N:19]=[C:4]([CH:5]([OH:7])[CH3:6])[CH:3]=[C:2]([CH3:8])[N:18]=1)[CH2:11][CH2:12][CH2:13][CH2:14][CH3:15]. The catalyst class is: 1. (7) Product: [CH:20]1([N:9]2[C:10]3[C:6](=[CH:5][CH:4]=[C:3]([O:2][CH3:1])[CH:11]=3)[C:7]([C:12]#[N:13])=[CH:8]2)[CH2:23][CH2:22][CH2:21]1. Reactant: [CH3:1][O:2][C:3]1[CH:11]=[C:10]2[C:6]([C:7]([C:12]#[N:13])=[CH:8][NH:9]2)=[CH:5][CH:4]=1.C(=O)([O-])[O-].[Cs+].[Cs+].[CH:20]1(Br)[CH2:23][CH2:22][CH2:21]1. The catalyst class is: 3.